This data is from Forward reaction prediction with 1.9M reactions from USPTO patents (1976-2016). The task is: Predict the product of the given reaction. (1) Given the reactants [NH2:1][OH:2].[OH-].[Na+].[C:5]([O:14]C)(=O)[C:6]1[C:7](=[CH:9][CH:10]=[CH:11][CH:12]=1)[OH:8], predict the reaction product. The product is: [OH:8][C:7]1[CH:9]=[CH:10][CH:11]=[CH:12][C:6]=1[C:5]([NH:1][OH:2])=[O:14]. (2) Given the reactants Br[C:2]1[CH:3]=[C:4]2[C:9](=[CH:10][CH:11]=1)[N:8]=[CH:7][C:6]([C:12](=[O:14])[CH3:13])=[C:5]2[NH:15][C:16]1[CH:17]=[N:18][C:19]([O:22][CH2:23][CH2:24][N:25]([CH3:27])[CH3:26])=[CH:20][CH:21]=1.[Cl:28][C:29]1[CH:34]=[C:33](B2OC(C)(C)C(C)(C)O2)[CH:32]=[C:31]([Cl:44])[C:30]=1[OH:45].Cl, predict the reaction product. The product is: [ClH:28].[Cl:28][C:29]1[CH:34]=[C:33]([C:2]2[CH:3]=[C:4]3[C:9](=[CH:10][CH:11]=2)[N:8]=[CH:7][C:6]([C:12](=[O:14])[CH3:13])=[C:5]3[NH:15][C:16]2[CH:17]=[N:18][C:19]([O:22][CH2:23][CH2:24][N:25]([CH3:27])[CH3:26])=[CH:20][CH:21]=2)[CH:32]=[C:31]([Cl:44])[C:30]=1[OH:45]. (3) Given the reactants [Cl:1][C:2]1[CH:3]=[C:4]2[C:8](=[CH:9][CH:10]=1)[NH:7][C:6]1[CH2:11][N:12]([CH3:15])[CH2:13][CH2:14][C:5]2=1.N1CCC[C@H]1C(O)=O.[O-]P([O-])([O-])=O.[K+].[K+].[K+].Br[CH:33]=[C:34]([C:36]1[CH:41]=[CH:40][C:39]([O:42][CH3:43])=[C:38]([F:44])[CH:37]=1)[CH3:35], predict the reaction product. The product is: [Cl:1][C:2]1[CH:3]=[C:4]2[C:8](=[CH:9][CH:10]=1)[N:7]([CH:33]=[C:34]([C:36]1[CH:41]=[CH:40][C:39]([O:42][CH3:43])=[C:38]([F:44])[CH:37]=1)[CH3:35])[C:6]1[CH2:11][N:12]([CH3:15])[CH2:13][CH2:14][C:5]2=1. (4) Given the reactants [NH:1]1[CH:5]=[C:4]([CH2:6][N:7]([CH2:11][C:12]2[CH:17]=[CH:16][CH:15]=[CH:14][CH:13]=2)[CH2:8][CH2:9]Cl)[N:3]=[CH:2]1.C(N(CC)CC)C, predict the reaction product. The product is: [CH2:11]([N:7]1[CH2:8][CH2:9][N:3]2[CH:2]=[N:1][CH:5]=[C:4]2[CH2:6]1)[C:12]1[CH:17]=[CH:16][CH:15]=[CH:14][CH:13]=1. (5) Given the reactants F[C:2]1[CH:9]=[CH:8][C:5]([C:6]#[N:7])=[CH:4][CH:3]=1.C(=O)([O-])[O-].[K+].[K+].[NH:16]1[CH2:21][CH2:20][CH:19](C(OCC)=O)[CH2:18][CH2:17]1.[C:27]([O:30][CH2:31][CH3:32])(=[O:29])C, predict the reaction product. The product is: [C:6]([C:5]1[CH:8]=[CH:9][C:2]([CH:19]2[CH2:18][CH2:17][N:16]([C:27]([O:30][CH2:31][CH3:32])=[O:29])[CH2:21][CH2:20]2)=[CH:3][CH:4]=1)#[N:7].